This data is from Reaction yield outcomes from USPTO patents with 853,638 reactions. The task is: Predict the reaction yield, written as a fraction of the theoretical maximum amount of product (1.0 means a 100% yield; for example, 0.34 means a 34% yield). (1) The reactants are C(=O)(O)[O-].[Na+].[OH:6][CH:7]1[CH2:12][CH2:11][NH:10][CH2:9][CH2:8]1.[N:13]#[C:14]Br. The catalyst is O.ClCCl. The product is [OH:6][CH:7]1[CH2:12][CH2:11][N:10]([C:14]#[N:13])[CH2:9][CH2:8]1. The yield is 0.930. (2) The reactants are CC(O)C(O)C.Br[C:8]1[C:16]([N+:17]([O-:19])=[O:18])=[CH:15][CH:14]=[CH:13][C:9]=1[C:10]([OH:12])=[O:11].[Br:20][C:21]1[CH:27]=[CH:26][C:24]([NH2:25])=[CH:23][CH:22]=1.C(N1CCOCC1)C. The catalyst is [Cu].N. The product is [Br:20][C:21]1[CH:27]=[CH:26][C:24]([NH:25][C:8]2[C:9](=[CH:13][CH:14]=[CH:15][C:16]=2[N+:17]([O-:19])=[O:18])[C:10]([OH:12])=[O:11])=[CH:23][CH:22]=1. The yield is 0.310. (3) The reactants are Br[C:2]1[CH:3]=[CH:4][C:5]2[C:18]3[N:17]=[C:16]([C:19]4[C:24]([F:25])=[CH:23][CH:22]=[CH:21][C:20]=4[Cl:26])[NH:15][C:14]=3[C:13]3[C:8](=[CH:9][C:10]([C:27]([OH:36])([C:32]([F:35])([F:34])[F:33])[C:28](F)(F)F)=[CH:11][CH:12]=3)[C:6]=2[CH:7]=1.[C:37]([CH:39]1[CH2:41][CH2:40]1)#[CH:38].C(N(CC)CC)C. The catalyst is CN(C=O)C.C1C=CC([P]([Pd]([P](C2C=CC=CC=2)(C2C=CC=CC=2)C2C=CC=CC=2)([P](C2C=CC=CC=2)(C2C=CC=CC=2)C2C=CC=CC=2)[P](C2C=CC=CC=2)(C2C=CC=CC=2)C2C=CC=CC=2)(C2C=CC=CC=2)C2C=CC=CC=2)=CC=1.[Cu]I. The product is [Cl:26][C:20]1[CH:21]=[CH:22][CH:23]=[C:24]([F:25])[C:19]=1[C:16]1[NH:15][C:14]2[C:13]3[C:12]([C:4]4[CH:3]=[C:2]([C:38]#[C:37][CH:39]5[CH2:41][CH2:40]5)[CH:7]=[CH:6][C:5]=4[C:18]=2[N:17]=1)=[CH:11][C:10]([C:27]([OH:36])([CH3:28])[C:32]([F:35])([F:34])[F:33])=[CH:9][CH:8]=3. The yield is 0.820. (4) The reactants are Br[C:2]1[CH:7]=[CH:6][C:5]([N:8]2[C:12]([CH2:13][CH:14]3[CH2:17][N:16]([C:18]([CH:20]4[CH2:22][CH2:21]4)=[O:19])[CH2:15]3)=[N:11][NH:10][C:9]2=[O:23])=[CH:4][CH:3]=1.CC1(C)C(C)(C)OB([C:32]2[CH:33]=[C:34]3[C:38](=[CH:39][CH:40]=2)[NH:37][N:36]=[CH:35]3)O1.C(=O)([O-])[O-].[K+].[K+]. The catalyst is O1CCOCC1.C(OCC)(=O)C. The product is [CH:20]1([C:18]([N:16]2[CH2:17][CH:14]([CH2:13][C:12]3[N:8]([C:5]4[CH:6]=[CH:7][C:2]([C:40]5[CH:39]=[C:38]6[C:34]([CH:35]=[N:36][NH:37]6)=[CH:33][CH:32]=5)=[CH:3][CH:4]=4)[C:9](=[O:23])[NH:10][N:11]=3)[CH2:15]2)=[O:19])[CH2:22][CH2:21]1. The yield is 0.260.